This data is from NCI-60 drug combinations with 297,098 pairs across 59 cell lines. The task is: Regression. Given two drug SMILES strings and cell line genomic features, predict the synergy score measuring deviation from expected non-interaction effect. (1) Drug 1: CC12CCC3C(C1CCC2=O)CC(=C)C4=CC(=O)C=CC34C. Drug 2: CCC1(C2=C(COC1=O)C(=O)N3CC4=CC5=C(C=CC(=C5CN(C)C)O)N=C4C3=C2)O.Cl. Cell line: RPMI-8226. Synergy scores: CSS=52.8, Synergy_ZIP=-5.64, Synergy_Bliss=-1.43, Synergy_Loewe=-15.2, Synergy_HSA=-2.52. (2) Drug 1: C1=CC(=CC=C1CCCC(=O)O)N(CCCl)CCCl. Drug 2: CNC(=O)C1=NC=CC(=C1)OC2=CC=C(C=C2)NC(=O)NC3=CC(=C(C=C3)Cl)C(F)(F)F. Cell line: SN12C. Synergy scores: CSS=27.7, Synergy_ZIP=-9.85, Synergy_Bliss=-2.88, Synergy_Loewe=-16.8, Synergy_HSA=-1.70. (3) Drug 1: C1=NC2=C(N=C(N=C2N1C3C(C(C(O3)CO)O)O)F)N. Drug 2: CC1=C2C(C(=O)C3(C(CC4C(C3C(C(C2(C)C)(CC1OC(=O)C(C(C5=CC=CC=C5)NC(=O)OC(C)(C)C)O)O)OC(=O)C6=CC=CC=C6)(CO4)OC(=O)C)O)C)O. Cell line: LOX IMVI. Synergy scores: CSS=0.275, Synergy_ZIP=5.58, Synergy_Bliss=0.265, Synergy_Loewe=-4.97, Synergy_HSA=-1.97. (4) Drug 1: CC(CN1CC(=O)NC(=O)C1)N2CC(=O)NC(=O)C2. Drug 2: C1CN(CCN1C(=O)CCBr)C(=O)CCBr. Cell line: MOLT-4. Synergy scores: CSS=90.4, Synergy_ZIP=3.63, Synergy_Bliss=3.14, Synergy_Loewe=3.69, Synergy_HSA=7.09. (5) Drug 1: CC(C1=C(C=CC(=C1Cl)F)Cl)OC2=C(N=CC(=C2)C3=CN(N=C3)C4CCNCC4)N. Drug 2: CC1C(C(=O)NC(C(=O)N2CCCC2C(=O)N(CC(=O)N(C(C(=O)O1)C(C)C)C)C)C(C)C)NC(=O)C3=C4C(=C(C=C3)C)OC5=C(C(=O)C(=C(C5=N4)C(=O)NC6C(OC(=O)C(N(C(=O)CN(C(=O)C7CCCN7C(=O)C(NC6=O)C(C)C)C)C)C(C)C)C)N)C. Cell line: A549. Synergy scores: CSS=13.8, Synergy_ZIP=6.20, Synergy_Bliss=10.6, Synergy_Loewe=9.41, Synergy_HSA=9.01. (6) Drug 1: CC12CCC3C(C1CCC2=O)CC(=C)C4=CC(=O)C=CC34C. Drug 2: B(C(CC(C)C)NC(=O)C(CC1=CC=CC=C1)NC(=O)C2=NC=CN=C2)(O)O. Cell line: MALME-3M. Synergy scores: CSS=43.9, Synergy_ZIP=-0.0461, Synergy_Bliss=-4.74, Synergy_Loewe=-8.44, Synergy_HSA=-5.14. (7) Drug 1: CC1=C(C(CCC1)(C)C)C=CC(=CC=CC(=CC(=O)O)C)C. Drug 2: CCC(=C(C1=CC=CC=C1)C2=CC=C(C=C2)OCCN(C)C)C3=CC=CC=C3.C(C(=O)O)C(CC(=O)O)(C(=O)O)O. Cell line: MALME-3M. Synergy scores: CSS=9.65, Synergy_ZIP=-4.67, Synergy_Bliss=-2.36, Synergy_Loewe=-14.0, Synergy_HSA=-4.76.